Dataset: Reaction yield outcomes from USPTO patents with 853,638 reactions. Task: Predict the reaction yield, written as a fraction of the theoretical maximum amount of product (1.0 means a 100% yield; for example, 0.34 means a 34% yield). (1) The reactants are [CH2:1]([O:23][C:24]1[CH:29]=[CH:28][C:27]([CH:30]([NH:60]C(=O)OCC)[C:31]2[CH:36]=[CH:35][C:34]([O:37][CH2:38][CH2:39][CH2:40][CH2:41][CH2:42][CH2:43][CH2:44][CH2:45][CH2:46][CH2:47][CH2:48][CH2:49][CH2:50][CH2:51][CH2:52][CH2:53][CH2:54][CH2:55][CH2:56][CH2:57][CH2:58][CH3:59])=[CH:33][CH:32]=2)=[CH:26][CH:25]=1)[CH2:2][CH2:3][CH2:4][CH2:5][CH2:6][CH2:7][CH2:8][CH2:9][CH2:10][CH2:11][CH2:12][CH2:13][CH2:14][CH2:15][CH2:16][CH2:17][CH2:18][CH2:19][CH2:20][CH2:21][CH3:22].C1(C)C=CC=CC=1.C(O)C.[OH-].[Na+]. The catalyst is C(OCC)(=O)C.CCCCCC.O. The product is [CH2:1]([O:23][C:24]1[CH:25]=[CH:26][C:27]([CH:30]([NH2:60])[C:31]2[CH:36]=[CH:35][C:34]([O:37][CH2:38][CH2:39][CH2:40][CH2:41][CH2:42][CH2:43][CH2:44][CH2:45][CH2:46][CH2:47][CH2:48][CH2:49][CH2:50][CH2:51][CH2:52][CH2:53][CH2:54][CH2:55][CH2:56][CH2:57][CH2:58][CH3:59])=[CH:33][CH:32]=2)=[CH:28][CH:29]=1)[CH2:2][CH2:3][CH2:4][CH2:5][CH2:6][CH2:7][CH2:8][CH2:9][CH2:10][CH2:11][CH2:12][CH2:13][CH2:14][CH2:15][CH2:16][CH2:17][CH2:18][CH2:19][CH2:20][CH2:21][CH3:22]. The yield is 0.980. (2) The reactants are [CH3:1][CH:2]1[CH:11]2[C:6]([C:13]3[CH:18]=[CH:17][CH:16]=[CH:15][CH:14]=3)([C:7](=[O:12])[CH2:8][CH2:9][CH2:10]2)[CH2:5][CH2:4][C:3]21[O:22][CH2:21][CH2:20][O:19]2.[C:23](=O)([O:26]C)[O:24][CH3:25].[H-].[Na+].[H-].[K+]. The catalyst is O1CCCC1. The product is [CH3:1][C@H:2]1[C@H:11]2[C@@:6]([C:13]3[CH:18]=[CH:17][CH:16]=[CH:15][CH:14]=3)([C:7](=[O:12])[CH:8]([C:23]([O:24][CH3:25])=[O:26])[CH2:9][CH2:10]2)[CH2:5][CH2:4][C:3]21[O:19][CH2:20][CH2:21][O:22]2. The yield is 0.870.